Predict the reactants needed to synthesize the given product. From a dataset of Full USPTO retrosynthesis dataset with 1.9M reactions from patents (1976-2016). (1) Given the product [Cl:11][C:4]1[N:3]=[C:2]([NH:21][C:22]2[CH:27]=[CH:26][C:25]([C:28]3([NH:32][C:33](=[O:39])[O:34][C:35]([CH3:37])([CH3:36])[CH3:38])[CH2:29][CH2:30][CH2:31]3)=[CH:24][CH:23]=2)[C:7]([N+:8]([O-:10])=[O:9])=[CH:6][CH:5]=1, predict the reactants needed to synthesize it. The reactants are: Cl[C:2]1[C:7]([N+:8]([O-:10])=[O:9])=[CH:6][CH:5]=[C:4]([Cl:11])[N:3]=1.C(N(C(C)C)C(C)C)C.[NH2:21][C:22]1[CH:27]=[CH:26][C:25]([C:28]2([NH:32][C:33](=[O:39])[O:34][C:35]([CH3:38])([CH3:37])[CH3:36])[CH2:31][CH2:30][CH2:29]2)=[CH:24][CH:23]=1. (2) Given the product [I:1][C:2]1[CH:3]=[CH:4][C:5]([C:8]2[O:12][N:11]=[C:10]([O:13][CH2:15][O:16][CH3:17])[CH:9]=2)=[CH:6][CH:7]=1, predict the reactants needed to synthesize it. The reactants are: [I:1][C:2]1[CH:7]=[CH:6][C:5]([C:8]2[O:12][N:11]=[C:10]([OH:13])[CH:9]=2)=[CH:4][CH:3]=1.Cl[CH2:15][O:16][CH3:17]. (3) Given the product [O:2]1[CH2:3][CH2:4][CH:5]([C:8]2[NH:9][C:10]([CH:13]=[O:14])=[CH:11][N:12]=2)[CH2:6][CH2:7]1, predict the reactants needed to synthesize it. The reactants are: Cl.[O:2]1[CH2:7][CH2:6][CH:5]([C:8]2[N:9](S(N(C)C)(=O)=O)[C:10]([CH:13]=[O:14])=[CH:11][N:12]=2)[CH2:4][CH2:3]1.C([O-])(O)=O.[Na+]. (4) Given the product [O:35]=[C:29]1[C:16]2=[N:17][C:13]3[CH:12]=[CH:11][C:10]([C:8]([NH:7][C:3]4[CH:2]=[N:1][CH:6]=[CH:5][CH:4]=4)=[O:9])=[CH:36][C:14]=3[N:15]2[CH2:25][CH2:26][CH2:27][NH:28]1, predict the reactants needed to synthesize it. The reactants are: [N:1]1[CH:6]=[CH:5][CH:4]=[C:3]([NH:7][C:8]([C:10]2[CH:11]=[CH:12][C:13]3[N:17]=[C:16](C(OC)(OC)OC)[N:15]([CH2:25][CH2:26][CH2:27][NH:28][C:29](=[O:35])OC(C)(C)C)[C:14]=3[CH:36]=2)=[O:9])[CH:2]=1.Cl.C(N(CC)CC)C. (5) The reactants are: [CH2:1]=[CH:2][C:3]1[CH:8]=[CH:7][CH:6]=[CH:5][CH:4]=1. Given the product [CH2:1]=[CH:2][CH:3]=[CH2:4].[CH2:1]=[CH:2][C:3](=[CH2:4])[CH3:8].[CH2:1]=[CH:2][C:3]1[CH:8]=[CH:7][CH:6]=[CH:5][CH:4]=1.[CH2:1]=[CH:2][C:3](=[CH2:4])[CH3:8].[CH2:1]=[CH:2][C:3]1[CH:8]=[CH:7][CH:6]=[CH:5][CH:4]=1, predict the reactants needed to synthesize it. (6) The reactants are: C([O:3][C:4](=[O:28])[CH2:5][CH2:6][N:7]1[C:11]2[N:12]=[CH:13][N:14]=[C:15]([NH:16][C:17]3[CH:22]=[CH:21][C:20]([O:23][C:24]([F:27])([F:26])[F:25])=[CH:19][CH:18]=3)[C:10]=2[CH:9]=[CH:8]1)C. Given the product [F:27][C:24]([F:25])([F:26])[O:23][C:20]1[CH:19]=[CH:18][C:17]([NH:16][C:15]2[C:10]3[CH:9]=[CH:8][N:7]([CH2:6][CH2:5][C:4]([OH:28])=[O:3])[C:11]=3[N:12]=[CH:13][N:14]=2)=[CH:22][CH:21]=1, predict the reactants needed to synthesize it.